From a dataset of Full USPTO retrosynthesis dataset with 1.9M reactions from patents (1976-2016). Predict the reactants needed to synthesize the given product. Given the product [OH:1][C:2]([CH3:22])([CH3:21])[CH2:3][N:4]1[CH2:19][CH:7]2[CH2:8][NH:9][CH2:10][CH2:11][N:6]2[C:5]1=[O:20], predict the reactants needed to synthesize it. The reactants are: [OH:1][C:2]([CH3:22])([CH3:21])[CH2:3][N:4]1[CH2:19][CH:7]2[CH2:8][N:9](C(OC(C)(C)C)=O)[CH2:10][CH2:11][N:6]2[C:5]1=[O:20].C(O)(C(F)(F)F)=O.